The task is: Predict which catalyst facilitates the given reaction.. This data is from Catalyst prediction with 721,799 reactions and 888 catalyst types from USPTO. (1) Reactant: COCCOC[O:7][C:8]1[CH:13]=[CH:12][C:11]([C@@H:14]2[CH2:16][C@H:15]2[NH2:17])=[CH:10][CH:9]=1.[CH3:18][C:19]1[CH:20]=[CH:21][C:22]([S:25]([OH:28])(=[O:27])=[O:26])=[CH:23][CH:24]=1.O.[OH-].[Na+].O. Product: [NH2:17][C@@H:15]1[CH2:16][C@H:14]1[C:11]1[CH:12]=[CH:13][C:8]([OH:7])=[CH:9][CH:10]=1.[CH3:18][C:19]1[CH:24]=[CH:23][C:22]([S:25]([OH:28])(=[O:27])=[O:26])=[CH:21][CH:20]=1. The catalyst class is: 14. (2) Reactant: [C:1]([O:5][C:6]([NH:8][CH2:9][CH:10]([OH:14])[C:11]([OH:13])=O)=[O:7])([CH3:4])([CH3:3])[CH3:2].C1C=CC2N(O)N=NC=2C=1.CCN=C=NCCCN(C)C.Cl.S(O)(O)(=O)=O.[CH3:42][N:43]1[C:47]([NH2:48])=[C:46]([NH2:49])[CH:45]=[N:44]1.C(N(CC)C(C)C)(C)C. Product: [NH2:48][C:47]1[N:43]([CH3:42])[N:44]=[CH:45][C:46]=1[NH:49][C:11](=[O:13])[CH:10]([OH:14])[CH2:9][NH:8][C:6](=[O:7])[O:5][C:1]([CH3:2])([CH3:3])[CH3:4]. The catalyst class is: 489. (3) Reactant: Cl[C:2]1[C:7]([Cl:8])=[CH:6][CH:5]=[CH:4][N:3]=1.[F:9][C:10]([F:17])([F:16])[C:11]1[CH:15]=[CH:14][NH:13][N:12]=1.C(=O)([O-])[O-].[K+].[K+]. Product: [Cl:8][C:7]1[C:2]([N:13]2[CH:14]=[CH:15][C:11]([C:10]([F:17])([F:16])[F:9])=[N:12]2)=[N:3][CH:4]=[CH:5][CH:6]=1. The catalyst class is: 9. (4) Reactant: [F:1][C:2]1[CH:7]=[CH:6][C:5]([C:8]2[CH:13]=[CH:12][N:11]=[CH:10][C:9]=2[N:14]([CH3:28])[C:15](=[O:27])[C:16]2[CH:21]=[C:20]([C:22]([F:25])([F:24])[F:23])[CH:19]=[C:18]([SH:26])[CH:17]=2)=[C:4]([O:29][CH3:30])[CH:3]=1.CCN(C(C)C)C(C)C.I[CH:41]1[CH2:44][N:43]([C:45]([O:47][C:48]([CH3:51])([CH3:50])[CH3:49])=[O:46])[CH2:42]1.[NH4+].[Cl-]. Product: [C:48]([O:47][C:45]([N:43]1[CH2:44][CH:41]([S:26][C:18]2[CH:19]=[C:20]([C:22]([F:25])([F:24])[F:23])[CH:21]=[C:16]([C:15](=[O:27])[N:14]([C:9]3[CH:10]=[N:11][CH:12]=[CH:13][C:8]=3[C:5]3[CH:6]=[CH:7][C:2]([F:1])=[CH:3][C:4]=3[O:29][CH3:30])[CH3:28])[CH:17]=2)[CH2:42]1)=[O:46])([CH3:51])([CH3:49])[CH3:50]. The catalyst class is: 290. (5) Product: [CH3:52][C:22]([CH3:21])([CH2:48][CH2:49][CH2:50][CH3:51])[C:23]([NH:25][CH2:26][C@@H:27]1[O:31][C:30]([CH3:32])([CH3:33])[N:29]([C:34]([O:36][C:37]([CH3:38])([CH3:39])[CH3:40])=[O:35])[C@H:28]1[CH2:41][C@H:42]([CH:46]([OH:47])[C:2]1[CH:10]=[C:9]2[C:5]([CH:6]=[N:7][N:8]2[CH2:11][CH2:12][CH2:13][O:14][CH3:15])=[CH:4][CH:3]=1)[CH:43]([CH3:44])[CH3:45])=[O:24]. Reactant: I[C:2]1[CH:10]=[C:9]2[C:5]([CH:6]=[N:7][N:8]2[CH2:11][CH2:12][CH2:13][O:14][CH3:15])=[CH:4][CH:3]=1.[Li]CCCC.[CH3:21][C:22]([CH3:52])([CH2:48][CH2:49][CH2:50][CH3:51])[C:23]([NH:25][CH2:26][C@@H:27]1[O:31][C:30]([CH3:33])([CH3:32])[N:29]([C:34]([O:36][C:37]([CH3:40])([CH3:39])[CH3:38])=[O:35])[C@H:28]1[CH2:41][C@H:42]([CH:46]=[O:47])[CH:43]([CH3:45])[CH3:44])=[O:24].[NH4+].[Cl-]. The catalyst class is: 1. (6) Reactant: [Br:1][C:2]1[CH:3]=[CH:4][C:5]([C:9](OC)=[O:10])=[N:6][C:7]=1[Cl:8].[H-].C([Al+]CC(C)C)C(C)C. Product: [Br:1][C:2]1[CH:3]=[CH:4][C:5]([CH2:9][OH:10])=[N:6][C:7]=1[Cl:8]. The catalyst class is: 1. (7) Reactant: [H-].[Na+].[C:3]([O:11][CH2:12][CH3:13])(=[O:10])[CH2:4][C:5]([O:7][CH2:8][CH3:9])=[O:6].F[C:15]1[CH:20]=[CH:19][C:18]([N+:21]([O-:23])=[O:22])=[C:17]([CH3:24])[CH:16]=1. Product: [CH3:24][C:17]1[CH:16]=[C:15]([CH:4]([C:5]([O:7][CH2:8][CH3:9])=[O:6])[C:3]([O:11][CH2:12][CH3:13])=[O:10])[CH:20]=[CH:19][C:18]=1[N+:21]([O-:23])=[O:22]. The catalyst class is: 9.